This data is from Full USPTO retrosynthesis dataset with 1.9M reactions from patents (1976-2016). The task is: Predict the reactants needed to synthesize the given product. (1) Given the product [N:9]1([C:18]([C:17]2[CH:21]=[CH:22][C:14]([Br:13])=[CH:15][CH:16]=2)=[O:19])[CH2:12][CH2:11][CH2:10]1, predict the reactants needed to synthesize it. The reactants are: CCN(CC)CC.Cl.[NH:9]1[CH2:12][CH2:11][CH2:10]1.[Br:13][C:14]1[CH:22]=[CH:21][C:17]([C:18](Cl)=[O:19])=[CH:16][CH:15]=1. (2) Given the product [CH3:15][N:16]([C:17]1[CH:22]=[CH:21][CH:20]=[CH:19][CH:18]=1)[C:9]([C:4]1[CH:3]=[CH:2][NH:1][N:5]=1)=[O:10], predict the reactants needed to synthesize it. The reactants are: [N:1]1[N:5]2[C:9](=[O:10])[C:4]3[N:5]([N:1]=[CH:2][CH:3]=3)[C:9](=[O:10])[C:4]2=[CH:3][CH:2]=1.[CH3:15][NH:16][C:17]1[CH:22]=[CH:21][CH:20]=[CH:19][CH:18]=1.CCO.CCCC(C)C. (3) Given the product [Cl:1][C:2]1[CH:7]=[CH:6][C:5]([C:8]([F:10])([F:11])[F:9])=[CH:4][C:3]=1[O:12][CH2:14][CH2:15][CH2:16][O:17][C:19]1[CH:24]=[CH:23][C:22]([CH:25]([C:31]#[C:32][CH3:33])[CH2:26][C:27]([OH:29])=[O:28])=[CH:21][CH:20]=1, predict the reactants needed to synthesize it. The reactants are: [Cl:1][C:2]1[CH:7]=[CH:6][C:5]([C:8]([F:11])([F:10])[F:9])=[CH:4][C:3]=1[OH:12].Br[CH2:14][CH2:15][CH2:16][OH:17].O[C:19]1[CH:24]=[CH:23][C:22]([CH:25]([C:31]#[C:32][CH3:33])[CH2:26][C:27]([O:29]C)=[O:28])=[CH:21][CH:20]=1. (4) Given the product [C:1]([C:3]1[C:4]([NH:35][CH2:36][CH2:37][O:38][CH3:39])=[CH:5][C:6]([NH:9][C:10]([N:12]2[C:21]3[C:16](=[CH:17][C:18]([CH2:27][N:28]4[CH2:33][CH2:32][S:31][CH2:30][C:29]4=[O:34])=[C:19]([CH:22]=[O:23])[N:20]=3)[CH2:15][CH2:14][CH2:13]2)=[O:11])=[N:7][CH:8]=1)#[N:2], predict the reactants needed to synthesize it. The reactants are: [C:1]([C:3]1[C:4]([NH:35][CH2:36][CH2:37][O:38][CH3:39])=[CH:5][C:6]([NH:9][C:10]([N:12]2[C:21]3[C:16](=[CH:17][C:18]([CH2:27][N:28]4[CH2:33][CH2:32][S:31][CH2:30][C:29]4=[O:34])=[C:19]([CH:22](OC)[O:23]C)[N:20]=3)[CH2:15][CH2:14][CH2:13]2)=[O:11])=[N:7][CH:8]=1)#[N:2]. (5) Given the product [F:21][C:22]1[CH:27]=[CH:26][CH:25]=[CH:24][C:23]=1[C:2]1[CH:3]=[N:4][CH:5]=[C:6]2[C:11]=1[N:10]=[C:9]([C:12]([NH:14][CH2:15][CH2:16][S:17]([CH3:20])(=[O:19])=[O:18])=[O:13])[CH:8]=[CH:7]2, predict the reactants needed to synthesize it. The reactants are: Br[C:2]1[CH:3]=[N:4][CH:5]=[C:6]2[C:11]=1[N:10]=[C:9]([C:12]([NH:14][CH2:15][CH2:16][S:17]([CH3:20])(=[O:19])=[O:18])=[O:13])[CH:8]=[CH:7]2.[F:21][C:22]1[CH:27]=[CH:26][CH:25]=[CH:24][C:23]=1B(O)O.C(=O)([O-])[O-].[Cs+].[Cs+]. (6) Given the product [CH3:1][NH:2][C:3]([C:4]1[CH:9]=[C:8]2[C:7](=[CH:6][C:5]=1[N:16]([CH3:18])[CH3:17])[CH2:12][NH:13][C:10]2=[NH:11])=[O:19], predict the reactants needed to synthesize it. The reactants are: [CH3:1][NH:2][C:3](=[O:19])[C:4]1[CH:9]=[C:8]([C:10]#[N:11])[C:7]([CH2:12][N:13]=[N+]=[N-])=[CH:6][C:5]=1[N:16]([CH3:18])[CH3:17]. (7) Given the product [NH2:37][C:36]1[C:31]([CH3:30])=[CH:32][C:33]([N:40]([CH2:12][CH2:13][C@@H:14]2[CH2:16][C@@H:15]2[CH:17]2[CH2:18][CH2:19][N:20]([C:23]3[N:24]=[CH:25][C:26]([Cl:29])=[CH:27][N:28]=3)[CH2:21][CH2:22]2)[C:41](=[O:47])[O:42][C:43]([CH3:44])([CH3:45])[CH3:46])=[N:34][CH:35]=1, predict the reactants needed to synthesize it. The reactants are: CC1C=CC(S(O[CH2:12][CH2:13][C@@H:14]2[CH2:16][C@@H:15]2[CH:17]2[CH2:22][CH2:21][N:20]([C:23]3[N:28]=[CH:27][C:26]([Cl:29])=[CH:25][N:24]=3)[CH2:19][CH2:18]2)(=O)=O)=CC=1.[CH3:30][C:31]1[C:36]([N+:37]([O-])=O)=[CH:35][N:34]=[C:33]([NH:40][C:41](=[O:47])[O:42][C:43]([CH3:46])([CH3:45])[CH3:44])[CH:32]=1. (8) Given the product [S:6]1[C:10]([C:11]2[N:12]3[CH2:18][CH2:17][N:16]=[C:13]3[S:14][C:15]=2[CH:25]=[O:26])=[CH:9][C:8]2[CH:19]=[CH:20][CH:21]=[CH:22][C:7]1=2, predict the reactants needed to synthesize it. The reactants are: C([Li])CCC.[S:6]1[C:10]([C:11]2[N:12]3[CH2:18][CH2:17][N:16]=[C:13]3[S:14][CH:15]=2)=[CH:9][C:8]2[CH:19]=[CH:20][CH:21]=[CH:22][C:7]1=2.CN(C)[CH:25]=[O:26].[Cl-].[NH4+]. (9) Given the product [Cl:20][C:4]1[CH:3]=[C:2]([CH3:1])[N:7]=[C:6](/[CH:8]=[CH:9]/[C:10]2[CH:15]=[CH:14][CH:13]=[C:12]([F:16])[CH:11]=2)[N:5]=1, predict the reactants needed to synthesize it. The reactants are: [CH3:1][C:2]1[N:7]=[C:6](/[CH:8]=[CH:9]/[C:10]2[CH:15]=[CH:14][CH:13]=[C:12]([F:16])[CH:11]=2)[N:5]=[C:4](O)[CH:3]=1.O=P(Cl)(Cl)[Cl:20].